From a dataset of Reaction yield outcomes from USPTO patents with 853,638 reactions. Predict the reaction yield, written as a fraction of the theoretical maximum amount of product (1.0 means a 100% yield; for example, 0.34 means a 34% yield). (1) The catalyst is CO. The product is [CH2:19]([NH:1][C:2]1[CH:7]=[CH:6][C:5]([S:8][C:9]2[CH:10]=[CH:11][C:12]([OH:15])=[CH:13][CH:14]=2)=[C:4]([N+:16]([O-:18])=[O:17])[CH:3]=1)[C:20]1[CH:25]=[CH:24][CH:23]=[CH:22][CH:21]=1. The yield is 0.770. The reactants are [NH2:1][C:2]1[CH:7]=[CH:6][C:5]([S:8][C:9]2[CH:14]=[CH:13][C:12]([OH:15])=[CH:11][CH:10]=2)=[C:4]([N+:16]([O-:18])=[O:17])[CH:3]=1.[CH:19](=O)[C:20]1[CH:25]=[CH:24][CH:23]=[CH:22][CH:21]=1.C([BH3-])#N.[Na+].C(O)(=O)C. (2) The reactants are Cl.Cl.[NH2:3][CH:4]([C:16]1[CH:21]=[CH:20][CH:19]=[CH:18][CH:17]=1)[C:5]([O:7][C@@H:8]1[CH:13]2[CH2:14][CH2:15][N:10]([CH2:11][CH2:12]2)[CH2:9]1)=[O:6].C(N(CC)CC)C.[CH3:29][O:30][C:31]1[CH:36]=[CH:35][C:34]([S:37]([Cl:40])(=[O:39])=[O:38])=[CH:33][CH:32]=1. The catalyst is C(Cl)Cl. The product is [ClH:40].[CH3:29][O:30][C:31]1[CH:32]=[CH:33][C:34]([S:37]([NH:3][CH:4]([C:16]2[CH:21]=[CH:20][CH:19]=[CH:18][CH:17]=2)[C:5]([O:7][C@@H:8]2[CH:13]3[CH2:12][CH2:11][N:10]([CH2:15][CH2:14]3)[CH2:9]2)=[O:6])(=[O:39])=[O:38])=[CH:35][CH:36]=1. The yield is 0.500. (3) The reactants are [Br:1][C:2]1[CH:3]=[C:4]([CH:8]=[C:9]2[CH2:14][CH2:13][N:12]([C:15]([O:17][C:18]([CH3:21])([CH3:20])[CH3:19])=[O:16])[CH2:11][CH2:10]2)[CH:5]=[CH:6][CH:7]=1. The catalyst is C1COCC1.[Pd]. The product is [Br:1][C:2]1[CH:3]=[C:4]([CH2:8][CH:9]2[CH2:14][CH2:13][N:12]([C:15]([O:17][C:18]([CH3:21])([CH3:20])[CH3:19])=[O:16])[CH2:11][CH2:10]2)[CH:5]=[CH:6][CH:7]=1. The yield is 0.940. (4) The reactants are [CH3:1][O:2][CH2:3][CH2:4][O:5][C:6]1[CH:11]=[CH:10][C:9]([C@@H:12]2[O:16][C:15](=[O:17])[NH:14][C@H:13]2[C:18](OC)=[O:19])=[CH:8][CH:7]=1.[BH4-].[Na+].Cl. The catalyst is CCO. The product is [OH:19][CH2:18][C@H:13]1[C@H:12]([C:9]2[CH:8]=[CH:7][C:6]([O:5][CH2:4][CH2:3][O:2][CH3:1])=[CH:11][CH:10]=2)[O:16][C:15](=[O:17])[NH:14]1. The yield is 0.810. (5) The reactants are C(N1C=CN=C1)(N1C=CN=C1)=O.[N+:13]([C:16]1[CH:17]=[C:18]([C:26]([OH:28])=O)[C:19]2[CH2:20][CH2:21][CH2:22][CH2:23][C:24]=2[CH:25]=1)([O-:15])=[O:14].[CH2:29]([O:31][C:32](=[O:37])[CH2:33]C(O)=O)[CH3:30]. The catalyst is O1CCCC1.C(OCC)(=O)C. The product is [N+:13]([C:16]1[CH:17]=[C:18]([C:26](=[O:28])[CH2:33][C:32]([O:31][CH2:29][CH3:30])=[O:37])[C:19]2[CH2:20][CH2:21][CH2:22][CH2:23][C:24]=2[CH:25]=1)([O-:15])=[O:14]. The yield is 0.290.